This data is from NCI-60 drug combinations with 297,098 pairs across 59 cell lines. The task is: Regression. Given two drug SMILES strings and cell line genomic features, predict the synergy score measuring deviation from expected non-interaction effect. (1) Drug 1: C1=C(C(=O)NC(=O)N1)N(CCCl)CCCl. Drug 2: CCCCC(=O)OCC(=O)C1(CC(C2=C(C1)C(=C3C(=C2O)C(=O)C4=C(C3=O)C=CC=C4OC)O)OC5CC(C(C(O5)C)O)NC(=O)C(F)(F)F)O. Cell line: HOP-62. Synergy scores: CSS=9.51, Synergy_ZIP=-0.0243, Synergy_Bliss=-1.33, Synergy_Loewe=-1.95, Synergy_HSA=-1.90. (2) Drug 1: CC12CCC3C(C1CCC2=O)CC(=C)C4=CC(=O)C=CC34C. Drug 2: CC1OCC2C(O1)C(C(C(O2)OC3C4COC(=O)C4C(C5=CC6=C(C=C35)OCO6)C7=CC(=C(C(=C7)OC)O)OC)O)O. Cell line: NCI-H322M. Synergy scores: CSS=24.0, Synergy_ZIP=-9.18, Synergy_Bliss=-2.35, Synergy_Loewe=-6.02, Synergy_HSA=-1.85. (3) Drug 1: CN(C)C1=NC(=NC(=N1)N(C)C)N(C)C. Drug 2: CC1=C(C(=CC=C1)Cl)NC(=O)C2=CN=C(S2)NC3=CC(=NC(=N3)C)N4CCN(CC4)CCO. Cell line: HT29. Synergy scores: CSS=23.2, Synergy_ZIP=-3.72, Synergy_Bliss=0.963, Synergy_Loewe=-33.8, Synergy_HSA=-3.51. (4) Drug 1: CS(=O)(=O)C1=CC(=C(C=C1)C(=O)NC2=CC(=C(C=C2)Cl)C3=CC=CC=N3)Cl. Drug 2: CS(=O)(=O)CCNCC1=CC=C(O1)C2=CC3=C(C=C2)N=CN=C3NC4=CC(=C(C=C4)OCC5=CC(=CC=C5)F)Cl. Cell line: NCI-H322M. Synergy scores: CSS=10.9, Synergy_ZIP=-0.472, Synergy_Bliss=-0.589, Synergy_Loewe=-14.7, Synergy_HSA=-1.43.